Predict the product of the given reaction. From a dataset of Forward reaction prediction with 1.9M reactions from USPTO patents (1976-2016). (1) Given the reactants [NH2:1][C:2]1[CH:3]=[C:4]([C:8]2[N:13]3[N:14]=[CH:15][C:16]([C:17]([C:19]4[S:20][CH:21]=[CH:22][CH:23]=4)=[O:18])=[C:12]3[N:11]=[CH:10][CH:9]=2)[CH:5]=[CH:6][CH:7]=1.[CH3:24][O:25][C:26]1[CH:33]=[CH:32][CH:31]=[CH:30][C:27]=1[CH:28]=O, predict the reaction product. The product is: [CH3:24][O:25][C:26]1[CH:33]=[CH:32][CH:31]=[CH:30][C:27]=1[CH2:28][NH:1][C:2]1[CH:3]=[C:4]([C:8]2[N:13]3[N:14]=[CH:15][C:16]([C:17]([C:19]4[S:20][CH:21]=[CH:22][CH:23]=4)=[O:18])=[C:12]3[N:11]=[CH:10][CH:9]=2)[CH:5]=[CH:6][CH:7]=1. (2) Given the reactants O[CH:2]([C:16]1[CH:21]=[CH:20][CH:19]=[CH:18][C:17]=1[S:22]([N:25]1[CH2:29][CH2:28][CH2:27][CH2:26]1)(=[O:24])=[O:23])[C:3]1[C:11]2[C:10](=[O:12])[CH2:9][C:8]([CH3:14])([CH3:13])[CH2:7][C:6]=2[NH:5][C:4]=1[CH3:15].FC(F)(F)S(O[Si](C)(C)C)(=O)=O.C([SiH](CC)CC)C.C(=O)(O)[O-].[Na+], predict the reaction product. The product is: [CH3:15][C:4]1[NH:5][C:6]2[CH2:7][C:8]([CH3:14])([CH3:13])[CH2:9][C:10](=[O:12])[C:11]=2[C:3]=1[CH2:2][C:16]1[CH:21]=[CH:20][CH:19]=[CH:18][C:17]=1[S:22]([N:25]1[CH2:26][CH2:27][CH2:28][CH2:29]1)(=[O:24])=[O:23]. (3) The product is: [C:9]([O:13][C:14](=[O:35])[NH:15][CH:16]1[CH2:21][CH2:20][CH2:19][N:18]([C:22]([C:23]2[CH:28]=[CH:27][C:26]3[N:29]([CH3:30])[C:47]([C:39]4[N:38]([CH2:36][CH3:37])[C:42]5=[N:43][CH:44]=[CH:45][CH:46]=[C:41]5[CH:40]=4)=[N:31][C:25]=3[CH:24]=2)=[O:34])[CH2:17]1)([CH3:12])([CH3:10])[CH3:11]. Given the reactants S(S([O-])=O)([O-])=O.[Na+].[Na+].[C:9]([O:13][C:14](=[O:35])[NH:15][CH:16]1[CH2:21][CH2:20][CH2:19][N:18]([C:22](=[O:34])[C:23]2[CH:28]=[CH:27][C:26]([NH:29][CH3:30])=[C:25]([N+:31]([O-])=O)[CH:24]=2)[CH2:17]1)([CH3:12])([CH3:11])[CH3:10].[CH2:36]([N:38]1[C:42]2=[N:43][CH:44]=[CH:45][CH:46]=[C:41]2[CH:40]=[C:39]1[CH:47]=O)[CH3:37], predict the reaction product. (4) Given the reactants [Cl:1][C:2]1[C:7]([O:8][CH3:9])=[CH:6][C:5]([O:10][CH3:11])=[CH:4][C:3]=1[NH2:12].[CH2:13]([NH:15][C:16]1[C:21]([CH:22]=O)=[CH:20][N:19]=[C:18]([S:24][CH3:25])[N:17]=1)[CH3:14], predict the reaction product. The product is: [Cl:1][C:2]1[C:7]([O:8][CH3:9])=[CH:6][C:5]([O:10][CH3:11])=[CH:4][C:3]=1[N:12]=[CH:22][C:21]1[C:16]([NH:15][CH2:13][CH3:14])=[N:17][C:18]([S:24][CH3:25])=[N:19][CH:20]=1. (5) Given the reactants [OH:1][CH:2]1[CH2:7][CH2:6][O:5][C:3]1=[O:4].[C:8](Cl)(=[O:10])[CH3:9].C([O-])([O-])=O.[K+].[K+], predict the reaction product. The product is: [C:8]([O:1][CH:2]1[CH2:7][CH2:6][O:5][C:3]1=[O:4])(=[O:10])[CH3:9].